This data is from Forward reaction prediction with 1.9M reactions from USPTO patents (1976-2016). The task is: Predict the product of the given reaction. (1) Given the reactants Br[CH2:2][C:3]([NH2:5])=[O:4].COC1C=C([N:14]2[C:23](=[O:24])[C:22]3[C:17](=[CH:18][CH:19]=[CH:20][C:21]=3[CH3:25])[N:16]=[C:15]2[CH:26]([NH:28][C:29]2[N:37]=[CH:36][N:35]=[C:34]3[C:30]=2[N:31]=[CH:32][N:33]3COCC[Si](C)(C)C)[CH3:27])C=CC=1.Cl.[OH:47][C:48]1[CH:49]=[C:50](N2C(=O)C3C(=CC=CC=3C)N=C2C(NC2N=CN=C3C=2N=CN3)C)[CH:51]=[CH:52][CH:53]=1, predict the reaction product. The product is: [CH3:25][C:21]1[CH:20]=[CH:19][CH:18]=[C:17]2[C:22]=1[C:23](=[O:24])[N:14]([CH:2]([O:47][C:48]1[CH:49]=[CH:50][CH:51]=[CH:52][CH:53]=1)[C:3]([NH2:5])=[O:4])[C:15]([CH:26]([NH:28][C:29]1[N:37]=[CH:36][N:35]=[C:34]3[C:30]=1[N:31]=[CH:32][NH:33]3)[CH3:27])=[N:16]2. (2) Given the reactants Cl[C:2]1[N:11]=[C:10]2[C:5]([CH:6]=[CH:7][C:8](=[O:12])[NH:9]2)=[CH:4][CH:3]=1.[C:13](=[O:16])([O-])[O-].[Cs+].[Cs+], predict the reaction product. The product is: [OH:12][CH2:8][CH2:7][CH2:6][CH2:13][O:16][C:2]1[N:11]=[C:10]2[C:5]([CH:6]=[CH:7][C:8](=[O:12])[NH:9]2)=[CH:4][CH:3]=1. (3) Given the reactants FC(F)(F)S(O[C:7]1[C:16]2[C:11](=[C:12]([O:17][CH3:18])[CH:13]=[CH:14][CH:15]=2)[CH:10]=[CH:9][CH:8]=1)(=O)=O.[O-]P([O-])([O-])=O.[K+].[K+].[K+].[CH3:29]B(O)O.C1C=CC(P(C2C(C3C(P(C4C=CC=CC=4)C4C=CC=CC=4)=CC=C4C=3C=CC=C4)=C3C(C=CC=C3)=CC=2)C2C=CC=CC=2)=CC=1, predict the reaction product. The product is: [CH3:18][O:17][C:12]1[C:11]2[C:16](=[C:7]([CH3:29])[CH:8]=[CH:9][CH:10]=2)[CH:15]=[CH:14][CH:13]=1.